Task: Predict the reactants needed to synthesize the given product.. Dataset: Full USPTO retrosynthesis dataset with 1.9M reactions from patents (1976-2016) Given the product [F:10][C:9]([F:12])([F:11])[C:8]([C:4]1[CH:5]=[CH:6][CH:7]=[C:2]([N:1]2[CH2:20][CH2:19][O:18][CH2:17][CH2:16]2)[CH:3]=1)=[N:13][OH:14], predict the reactants needed to synthesize it. The reactants are: [NH2:1][C:2]1[CH:3]=[C:4]([C:8](=[N:13][OH:14])[C:9]([F:12])([F:11])[F:10])[CH:5]=[CH:6][CH:7]=1.Br[CH2:16][CH2:17][O:18][CH2:19][CH2:20]Br.CCN(C(C)C)C(C)C.